Predict the product of the given reaction. From a dataset of Forward reaction prediction with 1.9M reactions from USPTO patents (1976-2016). (1) Given the reactants [CH3:1][C:2]1[CH:6]=[C:5]([CH3:7])[N:4]([C:8]2[N:16]=[C:15]3[C:11]([N:12]=[CH:13][NH:14]3)=[C:10]([NH:17][C:18]3[CH:23]=[CH:22][CH:21]=[CH:20][CH:19]=3)[N:9]=2)[N:3]=1.Br[CH2:25][CH2:26][O:27][CH3:28].C(=O)([O-])[O-].[K+].[K+].C(#N)C, predict the reaction product. The product is: [CH3:1][C:2]1[CH:6]=[C:5]([CH3:7])[N:4]([C:8]2[N:16]=[C:15]3[C:11]([N:12]=[CH:13][N:14]3[CH2:25][CH2:26][O:27][CH3:28])=[C:10]([NH:17][C:18]3[CH:23]=[CH:22][CH:21]=[CH:20][CH:19]=3)[N:9]=2)[N:3]=1. (2) Given the reactants N#N.[CH3:3][O:4][C:5]([C:7]1[N:8]=[CH:9][O:10][C:11]=1[C:12]1[CH:17]=[CH:16][CH:15]=[C:14]([C:18]([O:20]C(C)(C)C)=[O:19])[CH:13]=1)=[O:6], predict the reaction product. The product is: [CH3:3][O:4][C:5]([C:7]1[N:8]=[CH:9][O:10][C:11]=1[C:12]1[CH:17]=[CH:16][CH:15]=[C:14]([C:18]([OH:20])=[O:19])[CH:13]=1)=[O:6]. (3) Given the reactants Br[C:2]1[CH:3]=[C:4]2[C:30](=[CH:31][CH:32]=1)[C:8]1[NH:9][C:10]([C@@H:12]3[C@@H:17]4[CH2:18][C@@H:14]([CH2:15][CH2:16]4)[N:13]3[C:19](=[O:29])[C@@H:20]([NH:24][C:25](=[O:28])[O:26][CH3:27])[CH:21]([CH3:23])[CH3:22])=[N:11][C:7]=1[CH:6]=[CH:5]2.CC1(C)C(C)(C)OB([C:41]2[CH:46]=[CH:45][C:44]([C:47]3[NH:51][C:50]([C@@H:52]4[CH2:56][CH2:55][CH2:54][N:53]4[C:57]([O:59][C:60]([CH3:63])([CH3:62])[CH3:61])=[O:58])=[N:49][CH:48]=3)=[CH:43][CH:42]=2)O1.C([O-])([O-])=O.[K+].[K+], predict the reaction product. The product is: [CH3:27][O:26][C:25]([NH:24][C@@H:20]([CH:21]([CH3:23])[CH3:22])[C:19]([N:13]1[C@H:12]([C:10]2[NH:9][C:8]3[C:30]4[C:4]([CH:5]=[CH:6][C:7]=3[N:11]=2)=[CH:3][C:2]([C:41]2[CH:42]=[CH:43][C:44]([C:47]3[NH:51][C:50]([C@@H:52]5[CH2:56][CH2:55][CH2:54][N:53]5[C:57]([O:59][C:60]([CH3:63])([CH3:62])[CH3:61])=[O:58])=[N:49][CH:48]=3)=[CH:45][CH:46]=2)=[CH:32][CH:31]=4)[C@@H:17]2[CH2:18][C@H:14]1[CH2:15][CH2:16]2)=[O:29])=[O:28]. (4) The product is: [CH3:1][C@@:2]([OH:34])([C:30]([CH3:33])([CH3:32])[CH3:31])[C@@H:3]1[C@:8]2([O:28][CH3:29])[C@@H:9]3[O:23][C:18]4=[C:19]([OH:22])[CH:20]=[CH:21][C:16]5=[C:17]4[C@:10]43[CH2:11][CH2:12][N:13]([CH2:24][CH:25]3[CH2:26][CH2:27]3)[C@H:14]([CH2:15]5)[C@@:5]4([CH2:6][CH2:7]2)[CH2:4]1.[C:35]([OH:54])(=[O:53])[CH2:36][CH2:37][CH2:38][CH2:39][CH2:40][CH2:41][CH2:42][CH2:43][CH2:44][CH2:45][CH2:46][CH2:47][CH2:48][CH2:49][CH2:50][CH2:51][CH3:52]. Given the reactants [CH3:1][C@@:2]([OH:34])([C:30]([CH3:33])([CH3:32])[CH3:31])[C@@H:3]1[C@:8]2([O:28][CH3:29])[C@@H:9]3[O:23][C:18]4=[C:19]([OH:22])[CH:20]=[CH:21][C:16]5=[C:17]4[C@:10]43[CH2:11][CH2:12][N:13]([CH2:24][CH:25]3[CH2:27][CH2:26]3)[C@H:14]([CH2:15]5)[C@@:5]4([CH2:6][CH2:7]2)[CH2:4]1.[C:35]([OH:54])(=[O:53])[CH2:36][CH2:37][CH2:38][CH2:39][CH2:40][CH2:41][CH2:42][CH2:43][CH2:44][CH2:45][CH2:46][CH2:47][CH2:48][CH2:49][CH2:50][CH2:51][CH3:52], predict the reaction product. (5) Given the reactants [H-].[H-].[H-].[H-].[Li+].[Al+3].[Cl:7][C:8]1[CH:13]=[CH:12][C:11]([CH:14]=[C:15]([N+:17]([O-])=O)[CH3:16])=[CH:10][C:9]=1[O:20][CH3:21], predict the reaction product. The product is: [Cl:7][C:8]1[CH:13]=[CH:12][C:11]([CH2:14][CH:15]([NH2:17])[CH3:16])=[CH:10][C:9]=1[O:20][CH3:21].